This data is from Catalyst prediction with 721,799 reactions and 888 catalyst types from USPTO. The task is: Predict which catalyst facilitates the given reaction. Reactant: [CH2:1]([O:4][C:5]1[CH:11]=[CH:10][C:8]([NH2:9])=[CH:7][CH:6]=1)[CH2:2][CH3:3].[C:12](Cl)(Cl)=[O:13]. Product: [N:9]([C:8]1[CH:10]=[CH:11][C:5]([O:4][CH2:1][CH2:2][CH3:3])=[CH:6][CH:7]=1)=[C:12]=[O:13]. The catalyst class is: 25.